Dataset: Catalyst prediction with 721,799 reactions and 888 catalyst types from USPTO. Task: Predict which catalyst facilitates the given reaction. (1) Reactant: [C:1]([O:5][C:6]([N:8]1[CH2:12][C:11]([F:14])([F:13])[CH2:10][CH:9]1[CH2:15][OH:16])=[O:7])([CH3:4])([CH3:3])[CH3:2].CCN(CC)CC.CS(C)=O.N1C=CC=CC=1. Product: [C:1]([O:5][C:6]([N:8]1[CH2:12][C:11]([F:13])([F:14])[CH2:10][CH:9]1[CH:15]=[O:16])=[O:7])([CH3:4])([CH3:3])[CH3:2]. The catalyst class is: 2. (2) Reactant: [CH2:1]([C:8]1[C:16]2[C:11](=[CH:12][C:13]([C:17]([O:19]C)=[O:18])=[CH:14][CH:15]=2)[N:10]([CH3:21])[CH:9]=1)[C:2]1[CH:7]=[CH:6][CH:5]=[CH:4][CH:3]=1.O[Li].O. Product: [CH2:1]([C:8]1[C:16]2[C:11](=[CH:12][C:13]([C:17]([OH:19])=[O:18])=[CH:14][CH:15]=2)[N:10]([CH3:21])[CH:9]=1)[C:2]1[CH:3]=[CH:4][CH:5]=[CH:6][CH:7]=1. The catalyst class is: 20. (3) Reactant: [Cl:1][C:2]1[C:3]([C:15]#[N:16])=[C:4]2[CH:13]=[CH:12][CH:11]=[C:10]3[C:5]2=[C:6]([CH:14]=1)[CH2:7][O:8][CH2:9]3.[CH3:17][Al](C)C.C1(C)C=CC=CC=1.O.O.O.O.C([O-])(=O)C(C(C([O-])=O)O)O.[Na+].[K+].[OH-].[Na+]. Product: [Cl:1][C:2]1[C:3]([C:15](=[NH:16])[CH3:17])=[C:4]2[CH:13]=[CH:12][CH:11]=[C:10]3[C:5]2=[C:6]([CH:14]=1)[CH2:7][O:8][CH2:9]3. The catalyst class is: 11. (4) Reactant: [Cl-].O[NH3+:3].[C:4](=[O:7])([O-])[OH:5].[Na+].CS(C)=O.[CH2:13]([C:17]1[N:22]2[N:23]=[CH:24][N:25]=[C:21]2[N:20]([C:26]2[CH:31]=[CH:30][C:29]([O:32][CH3:33])=[C:28]([F:34])[CH:27]=2)[C:19](=[O:35])[C:18]=1[CH2:36][C:37]1[CH:42]=[CH:41][C:40]([C:43]2[C:44]([C:49]#[N:50])=[CH:45][CH:46]=[CH:47][CH:48]=2)=[CH:39][CH:38]=1)[CH2:14][CH2:15][CH3:16]. Product: [CH2:13]([C:17]1[N:22]2[N:23]=[CH:24][N:25]=[C:21]2[N:20]([C:26]2[CH:31]=[CH:30][C:29]([O:32][CH3:33])=[C:28]([F:34])[CH:27]=2)[C:19](=[O:35])[C:18]=1[CH2:36][C:37]1[CH:38]=[CH:39][C:40]([C:43]2[CH:48]=[CH:47][CH:46]=[CH:45][C:44]=2[C:49]2[NH:3][C:4](=[O:7])[O:5][N:50]=2)=[CH:41][CH:42]=1)[CH2:14][CH2:15][CH3:16]. The catalyst class is: 13. (5) Reactant: [CH2:1]([O:8][C:9]([N:11]1[CH2:16][CH2:15][C:14]([CH2:22][CH2:23][C:24](=O)[NH:25][C:26]2[CH:31]=[C:30]([C:32]#[N:33])[CH:29]=[CH:28][C:27]=2[NH:34][CH2:35][C:36](=[O:44])[NH:37][CH:38]2[CH2:43][CH2:42][CH2:41][CH2:40][CH2:39]2)([C:17]([O:19][CH2:20][CH3:21])=[O:18])[CH2:13][CH2:12]1)=[O:10])C1C=CC=CC=1. Product: [CH2:1]([O:8][C:9]([N:11]1[CH2:16][CH2:15][C:14]([CH2:22][CH2:23][C:24]2[N:34]([CH2:35][C:36](=[O:44])[NH:37][CH:38]3[CH2:39][CH2:40][CH2:41][CH2:42][CH2:43]3)[C:27]3[CH:28]=[CH:29][C:30]([C:32]#[N:33])=[CH:31][C:26]=3[N:25]=2)([C:17]([O:19][CH2:20][CH3:21])=[O:18])[CH2:13][CH2:12]1)=[O:10])[C:26]1[CH:31]=[CH:30][CH:29]=[CH:28][CH:27]=1. The catalyst class is: 15.